From a dataset of Catalyst prediction with 721,799 reactions and 888 catalyst types from USPTO. Predict which catalyst facilitates the given reaction. (1) Reactant: [CH3:1][C:2]1[C:3]([N:8](COCCOC)[S:9]([C:12]2[S:13][CH:14]=[CH:15][C:16]=2[C:17]2[CH:22]=[CH:21][C:20]([CH2:23][O:24][C:25]3[CH:30]=[C:29]([CH2:31][CH3:32])[N:28]=[C:27]([CH3:33])[C:26]=3[C:34](=[O:41])[C:35]3[CH:40]=[CH:39][CH:38]=[CH:37][CH:36]=3)=[CH:19][CH:18]=2)(=[O:11])=[O:10])=[N:4][O:5][C:6]=1[CH3:7].C(O)C.Cl.C(=O)(O)[O-].[Na+]. Product: [CH3:1][C:2]1[C:3]([NH:8][S:9]([C:12]2[S:13][CH:14]=[CH:15][C:16]=2[C:17]2[CH:18]=[CH:19][C:20]([CH2:23][O:24][C:25]3[CH:30]=[C:29]([CH2:31][CH3:32])[N:28]=[C:27]([CH3:33])[C:26]=3[C:34](=[O:41])[C:35]3[CH:36]=[CH:37][CH:38]=[CH:39][CH:40]=3)=[CH:21][CH:22]=2)(=[O:11])=[O:10])=[N:4][O:5][C:6]=1[CH3:7]. The catalyst class is: 6. (2) Reactant: COC1C=C(OC)C=CC=1C[O:6][N:7]1[C:12](=[O:13])[C:11]2[O:14][C:15]3[CH:20]=[CH:19][CH:18]=[CH:17][C:16]=3[C:10]=2[NH:9][C:8]1=[O:21]. Product: [OH:6][N:7]1[C:12](=[O:13])[C:11]2[O:14][C:15]3[CH:20]=[CH:19][CH:18]=[CH:17][C:16]=3[C:10]=2[N:9]([CH:10]([C:16]2[CH:17]=[CH:18][CH:19]=[CH:20][CH:15]=2)[CH3:11])[C:8]1=[O:21]. The catalyst class is: 48.